The task is: Predict the reactants needed to synthesize the given product.. This data is from Full USPTO retrosynthesis dataset with 1.9M reactions from patents (1976-2016). (1) Given the product [CH:1]1[C:6]2[O:7][C:8]3[CH:13]=[CH:12][CH:11]=[CH:10][C:9]=3[C:5]=2[CH:4]=[C:3]([C:14]([OH:16])=[O:15])[N:2]=1, predict the reactants needed to synthesize it. The reactants are: [CH:1]1[C:6]2[O:7][C:8]3[CH:13]=[CH:12][CH:11]=[CH:10][C:9]=3[C:5]=2[CH:4]=[C:3]([C:14]([O:16]C)=[O:15])[N:2]=1.[OH-].[Na+]. (2) Given the product [Br:1][C:2]1[CH:11]=[C:10]2[C:5]([C:6]([Cl:17])=[CH:7][CH:8]=[N:9]2)=[CH:4][C:3]=1[O:13][CH3:14], predict the reactants needed to synthesize it. The reactants are: [Br:1][C:2]1[CH:11]=[C:10]2[C:5]([C:6](O)=[CH:7][CH:8]=[N:9]2)=[CH:4][C:3]=1[O:13][CH3:14].O=P(Cl)(Cl)[Cl:17].